Dataset: Forward reaction prediction with 1.9M reactions from USPTO patents (1976-2016). Task: Predict the product of the given reaction. (1) Given the reactants C[O:2][C:3]1[CH:4]=[C:5]([N:12]2[CH2:17][CH2:16][O:15][CH2:14][CH2:13]2)[CH:6]=[C:7]([N+:9]([O-:11])=[O:10])[CH:8]=1.N, predict the reaction product. The product is: [N:12]1([C:5]2[CH:4]=[C:3]([OH:2])[CH:8]=[C:7]([N+:9]([O-:11])=[O:10])[CH:6]=2)[CH2:17][CH2:16][O:15][CH2:14][CH2:13]1. (2) Given the reactants [C:1]([NH:5][C:6]1[CH:11]=[C:10]([C:12]2[C:13]([C:26]3[CH:31]=[CH:30][CH:29]=[C:28]([N:32]=C(C4C=CC=CC=4)C4C=CC=CC=4)[CH:27]=3)=[N:14][N:15]([CH2:17][C:18]3[CH:23]=[CH:22][C:21]([O:24][CH3:25])=[CH:20][CH:19]=3)[CH:16]=2)[CH:9]=[CH:8][N:7]=1)([CH3:4])([CH3:3])[CH3:2].Cl.C(OCC)C, predict the reaction product. The product is: [NH2:32][C:28]1[CH:27]=[C:26]([C:13]2[C:12]([C:10]3[CH:9]=[CH:8][N:7]=[C:6]([NH:5][C:1]([CH3:4])([CH3:3])[CH3:2])[CH:11]=3)=[CH:16][N:15]([CH2:17][C:18]3[CH:19]=[CH:20][C:21]([O:24][CH3:25])=[CH:22][CH:23]=3)[N:14]=2)[CH:31]=[CH:30][CH:29]=1. (3) The product is: [Br:6][C:7]1[CH:8]=[CH:9][C:10]([CH2:4][CH3:5])=[C:11]([CH:16]=1)[C:12]([O:14][CH3:15])=[O:13]. Given the reactants C([Zn][CH2:4][CH3:5])C.[Br:6][C:7]1[CH:8]=[CH:9][C:10](I)=[C:11]([CH:16]=1)[C:12]([O:14][CH3:15])=[O:13], predict the reaction product. (4) Given the reactants [Cl:1][C:2]1[CH:11]=[C:10]([C:12](N(OC)C)=[O:13])[C:9]([C:18]2[CH:23]=[CH:22][CH:21]=[CH:20][C:19]=2[F:24])=[C:8]2[C:3]=1[CH:4]=[CH:5][CH:6]=[N:7]2.[CH3:25][Mg]Br, predict the reaction product. The product is: [Cl:1][C:2]1[CH:11]=[C:10]([C:12](=[O:13])[CH3:25])[C:9]([C:18]2[CH:23]=[CH:22][CH:21]=[CH:20][C:19]=2[F:24])=[C:8]2[C:3]=1[CH:4]=[CH:5][CH:6]=[N:7]2. (5) The product is: [CH2:1]([N:8]1[CH2:13][CH2:12][N:11]([CH3:20])[CH2:10][CH:9]1[C:14]([O:16][CH2:17][CH3:18])=[O:15])[C:2]1[CH:3]=[CH:4][CH:5]=[CH:6][CH:7]=1. Given the reactants [CH2:1]([N:8]1[CH2:13][CH2:12][NH:11][CH2:10][CH:9]1[C:14]([O:16][CH2:17][CH3:18])=[O:15])[C:2]1[CH:7]=[CH:6][CH:5]=[CH:4][CH:3]=1.I[CH3:20], predict the reaction product. (6) Given the reactants C([O:5][C:6]([C:8]1[CH:13]=[CH:12][C:11]([O:14][C:15]2[C:20]3[CH2:21][C:22]([CH3:25])([CH3:24])[O:23][C:19]=3[CH:18]=[C:17]([C:26]([O:28]C)=[O:27])[CH:16]=2)=[CH:10][N:9]=1)=[O:7])(C)(C)C.[OH-].[Na+], predict the reaction product. The product is: [C:26]([C:17]1[CH:16]=[C:15]([O:14][C:11]2[CH:12]=[CH:13][C:8]([C:6]([OH:7])=[O:5])=[N:9][CH:10]=2)[C:20]2[CH2:21][C:22]([CH3:25])([CH3:24])[O:23][C:19]=2[CH:18]=1)([OH:28])=[O:27]. (7) Given the reactants [N+:1]([C:4]1[CH:5]=[C:6]([S:10]([NH:13][CH2:14][C:15]2[CH:16]=[N:17][CH:18]=[CH:19][CH:20]=2)(=[O:12])=[O:11])[CH:7]=[CH:8][CH:9]=1)([O-])=O.C1COCC1, predict the reaction product. The product is: [NH2:1][C:4]1[CH:5]=[C:6]([S:10]([NH:13][CH2:14][C:15]2[CH:16]=[N:17][CH:18]=[CH:19][CH:20]=2)(=[O:12])=[O:11])[CH:7]=[CH:8][CH:9]=1. (8) The product is: [Cl-:1].[Cl-:1].[CH:4]1([Ti+2:9][O:10][C:11]2[CH:16]=[CH:15][CH:14]=[CH:13][N:12]=2)[CH:8]=[CH:7][CH:6]=[CH:5]1. Given the reactants [Cl-:1].[Cl-].[Cl-].[CH:4]1([Ti+3:9])[CH:8]=[CH:7][CH:6]=[CH:5]1.[OH:10][C:11]1[CH:16]=[CH:15][CH:14]=[CH:13][N:12]=1.C(N(CC)CC)C, predict the reaction product.